Task: Predict the reactants needed to synthesize the given product.. Dataset: Retrosynthesis with 50K atom-mapped reactions and 10 reaction types from USPTO (1) Given the product CC(=O)OC[C@H]1O[C@H](OC(C)=O)[C@H](N)[C@@H](OC(C)=O)[C@@H]1OC(C)=O, predict the reactants needed to synthesize it. The reactants are: CC(=O)OC[C@H]1O[C@H](OC(C)=O)[C@H](N=[N+]=[N-])[C@@H](OC(C)=O)[C@@H]1OC(C)=O. (2) Given the product CC(C)(C)OC(=O)N1CC[C@H]1COc1cccc([N+](=O)[O-])c1, predict the reactants needed to synthesize it. The reactants are: CC(C)(C)OC(=O)N1CC[C@@H]1CO.O=[N+]([O-])c1cccc(O)c1. (3) Given the product FC(F)(F)c1ccc(-c2cc(Cn3cc4nc(-c5cccc6[nH]ccc56)nc-4cn3)on2)c(C(F)(F)F)c1, predict the reactants needed to synthesize it. The reactants are: FC(F)(F)c1ccc(-c2cc(Cn3cc4nc(Br)nc-4cn3)on2)c(C(F)(F)F)c1.OB(O)c1cccc2[nH]ccc12. (4) Given the product CCCn1nc(-c2ccc(O)cc2)c2cccc(-c3ccc(F)cc3)c21, predict the reactants needed to synthesize it. The reactants are: CCCn1nc(-c2ccc(OC)cc2)c2cccc(-c3ccc(F)cc3)c21. (5) Given the product COc1ccc(NC(=S)Nc2ccc(-c3ccc4c(c3)CN([C@H](C(=O)O)C(C)C)C4=O)cc2)cc1, predict the reactants needed to synthesize it. The reactants are: COC(=O)[C@H](C(C)C)N1Cc2cc(-c3ccc(NC(=S)Nc4ccc(OC)cc4)cc3)ccc2C1=O.